This data is from Reaction yield outcomes from USPTO patents with 853,638 reactions. The task is: Predict the reaction yield, written as a fraction of the theoretical maximum amount of product (1.0 means a 100% yield; for example, 0.34 means a 34% yield). (1) The reactants are Br[C:2]1[C:11]2[C:6](=[CH:7][CH:8]=[CH:9][CH:10]=2)[CH:5]=[C:4]([NH:12][C:13]([C:15]2([C:18]3[CH:28]=[CH:27][C:21]4[O:22][C:23]([F:26])([F:25])[O:24][C:20]=4[CH:19]=3)[CH2:17][CH2:16]2)=[O:14])[N:3]=1.[CH3:29][O:30][C:31]1[N:36]=[CH:35][C:34](B(O)O)=[CH:33][CH:32]=1.C(=O)([O-])[O-].[K+].[K+]. The catalyst is COCCOC. The product is [F:25][C:23]1([F:26])[O:22][C:21]2[CH:27]=[CH:28][C:18]([C:15]3([C:13]([NH:12][C:4]4[N:3]=[C:2]([C:34]5[CH:35]=[N:36][C:31]([O:30][CH3:29])=[CH:32][CH:33]=5)[C:11]5[C:6]([CH:5]=4)=[CH:7][CH:8]=[CH:9][CH:10]=5)=[O:14])[CH2:17][CH2:16]3)=[CH:19][C:20]=2[O:24]1. The yield is 0.710. (2) The yield is 0.960. The product is [Br:19][C:8]1[C:7]([CH3:11])=[C:3]([C:2]([F:1])=[CH:10][CH:9]=1)[C:4]([OH:6])=[O:5]. The reactants are [F:1][C:2]1[CH:10]=[CH:9][CH:8]=[C:7]([CH3:11])[C:3]=1[C:4]([OH:6])=[O:5].C1C(=O)N([Br:19])C(=O)C1. The catalyst is OS(O)(=O)=O. (3) The reactants are P(Cl)(Cl)([Cl:3])=O.CN([CH:9]=[O:10])C.O[C:12]1[NH:17][C:16]([S:18][CH3:19])=[N:15]C(=O)C=1.Cl[CH:22]=[C:23]([Cl:25])Cl. No catalyst specified. The product is [Cl:25][C:23]1[C:22]([CH:9]=[O:10])=[C:12]([Cl:3])[N:17]=[C:16]([S:18][CH3:19])[N:15]=1. The yield is 0.610. (4) The product is [CH3:19][C:10]1[N:9]=[C:1]([C:2]2[CH:7]=[CH:6][CH:5]=[CH:4][CH:3]=2)[O:18][C:11]=1[CH2:12][C:13]([O:15][CH2:16][CH3:17])=[O:14]. The catalyst is CN(C=O)C. The reactants are [C:1]([NH:9][CH:10]([CH3:19])[C:11](=[O:18])[CH2:12][C:13]([O:15][CH2:16][CH3:17])=[O:14])(=O)[C:2]1[CH:7]=[CH:6][CH:5]=[CH:4][CH:3]=1.O=P(Cl)(Cl)Cl.C([O-])(O)=O.[Na+]. The yield is 0.480. (5) The reactants are [CH3:1][O:2][C:3]1[CH:8]=[CH:7][CH:6]=[C:5]([O:9][CH3:10])[C:4]=1[OH:11].[C:12]1(=O)[O:17][C:15](=[O:16])[C:14]2=[CH:18][CH:19]=[CH:20][CH:21]=[C:13]12. No catalyst specified. The product is [OH:11][C:4]1[C:5]([O:9][CH3:10])=[CH:6][C:7]([C:12]2([C:7]3[CH:6]=[C:5]([O:9][CH3:10])[C:4]([OH:11])=[C:3]([O:2][CH3:1])[CH:8]=3)[C:13]3[C:14](=[CH:18][CH:19]=[CH:20][CH:21]=3)[C:15](=[O:16])[O:17]2)=[CH:8][C:3]=1[O:2][CH3:1]. The yield is 0.840. (6) The catalyst is CN(C)C=O.C(OCC)(=O)C. The product is [C:1]([O:4][CH2:5][C:6]1[CH:7]=[CH:8][C:9]([CH2:13][C:14]2[CH:15]=[CH:16][C:17]([CH2:20][CH3:21])=[CH:18][CH:19]=2)=[C:10]([O:12][CH2:22][C:23]2[CH:28]=[CH:27][CH:26]=[CH:25][CH:24]=2)[CH:11]=1)(=[O:3])[CH3:2]. The reactants are [C:1]([O:4][CH2:5][C:6]1[CH:7]=[CH:8][C:9]([CH2:13][C:14]2[CH:19]=[CH:18][C:17]([CH2:20][CH3:21])=[CH:16][CH:15]=2)=[C:10]([OH:12])[CH:11]=1)(=[O:3])[CH3:2].[CH2:22](Br)[C:23]1[CH:28]=[CH:27][CH:26]=[CH:25][CH:24]=1.C(=O)([O-])[O-].[K+].[K+].O. The yield is 1.00. (7) The reactants are [NH2:1][C:2]1[C:11]([N+:12]([O-:14])=[O:13])=[CH:10][C:5]([C:6]([O:8][CH3:9])=[O:7])=[CH:4][C:3]=1[Br:15].N1C=CC=CC=1.[O:22](C(C(F)(F)F)=O)[C:23]([C:25]([F:28])([F:27])[F:26])=O.CO. The catalyst is C(Cl)Cl. The product is [Br:15][C:3]1[CH:4]=[C:5]([CH:10]=[C:11]([N+:12]([O-:14])=[O:13])[C:2]=1[NH:1][C:23](=[O:22])[C:25]([F:28])([F:27])[F:26])[C:6]([O:8][CH3:9])=[O:7]. The yield is 0.930. (8) The reactants are [NH2:1][C:2]1[C:7]([C:8]#[N:9])=[CH:6][N:5]=[C:4](Cl)[N:3]=1.[C@H:11]1([NH2:21])[C:20]2[C:15](=[CH:16][CH:17]=[CH:18][CH:19]=2)[CH2:14][CH2:13][CH2:12]1.C(=O)([O-])[O-].[K+].[K+]. The catalyst is CN(C)C=O. The product is [NH2:1][C:2]1[C:7]([C:8]#[N:9])=[CH:6][N:5]=[C:4]([NH:21][C@H:11]2[C:20]3[C:15](=[CH:16][CH:17]=[CH:18][CH:19]=3)[CH2:14][CH2:13][CH2:12]2)[N:3]=1. The yield is 0.480. (9) The reactants are [C:1]([O:5][P:6]([O:39][C:40]([CH3:43])([CH3:42])[CH3:41])([O:8][CH:9]([CH3:38])COC(N1C2C(=CC=C(C(F)(F)F)C=2)[C@@](C2C=C(Cl)C=CC=2OC)(F)C1=O)=O)=[O:7])([CH3:4])([CH3:3])[CH3:2].FC(F)(F)[C:46](O)=[O:47]. The catalyst is ClCCl. The product is [OH:47][CH2:46][CH2:38][CH2:9][O:8][P:6](=[O:7])([O:5][C:1]([CH3:2])([CH3:3])[CH3:4])[O:39][C:40]([CH3:41])([CH3:42])[CH3:43]. The yield is 0.570. (10) The reactants are [CH:1]1([C:4]([NH:6][C:7]2[N:8]=[C:9]3[CH:14]=[CH:13][C:12]([O:15][C:16]4[CH:17]=[C:18]([CH:22]=[CH:23][CH:24]=4)[C:19]([OH:21])=O)=[N:11][N:10]3[CH:25]=2)=[O:5])[CH2:3][CH2:2]1.[NH2:26][C:27]1[CH:32]=[CH:31][C:30]([C:33]([CH3:37])([CH3:36])[C:34]#[N:35])=[CH:29][CH:28]=1.Cl.CN(C)CCCN=C=NCC. The catalyst is CN(C)C1C=CN=CC=1.N1C=CC=CC=1. The product is [C:34]([C:33]([C:30]1[CH:29]=[CH:28][C:27]([NH:26][C:19](=[O:21])[C:18]2[CH:22]=[CH:23][CH:24]=[C:16]([O:15][C:12]3[CH:13]=[CH:14][C:9]4[N:10]([CH:25]=[C:7]([NH:6][C:4]([CH:1]5[CH2:3][CH2:2]5)=[O:5])[N:8]=4)[N:11]=3)[CH:17]=2)=[CH:32][CH:31]=1)([CH3:37])[CH3:36])#[N:35]. The yield is 0.570.